This data is from Full USPTO retrosynthesis dataset with 1.9M reactions from patents (1976-2016). The task is: Predict the reactants needed to synthesize the given product. Given the product [CH3:21][C:20]([S:28]([C:31]1[CH:36]=[CH:35][CH:34]=[C:33]([C:37]([F:39])([F:40])[F:38])[N:32]=1)(=[O:30])=[O:29])([CH:22]1[CH2:23][CH2:24][N:25]([C:7](=[O:9])[C:6]2[CH:10]=[CH:11][C:12]([O:14][C:15]([F:18])([F:17])[F:16])=[CH:13][C:5]=2[S:2]([CH3:1])(=[O:3])=[O:4])[CH2:26][CH2:27]1)[CH3:19], predict the reactants needed to synthesize it. The reactants are: [CH3:1][S:2]([C:5]1[CH:13]=[C:12]([O:14][C:15]([F:18])([F:17])[F:16])[CH:11]=[CH:10][C:6]=1[C:7]([OH:9])=O)(=[O:4])=[O:3].[CH3:19][C:20]([S:28]([C:31]1[CH:36]=[CH:35][CH:34]=[C:33]([C:37]([F:40])([F:39])[F:38])[N:32]=1)(=[O:30])=[O:29])([CH:22]1[CH2:27][CH2:26][NH:25][CH2:24][CH2:23]1)[CH3:21].CN([P+](ON1N=NC2C=CC=CC1=2)(N(C)C)N(C)C)C.F[P-](F)(F)(F)(F)F.C(N(C(C)C)CC)(C)C.